This data is from Full USPTO retrosynthesis dataset with 1.9M reactions from patents (1976-2016). The task is: Predict the reactants needed to synthesize the given product. (1) Given the product [Br:16][CH2:15][CH2:14][CH2:13][CH2:12][CH2:11][CH2:10][CH2:9][CH2:8][CH2:7][CH2:6][CH2:5][CH2:4][CH2:3][CH2:2][C:27]#[C:26][CH:25]([OH:24])[CH2:28][CH2:29][CH2:30][CH3:31], predict the reactants needed to synthesize it. The reactants are: Br[CH2:2][CH2:3][CH2:4][CH2:5][CH2:6][CH2:7][CH2:8][CH2:9][CH2:10][CH2:11][CH2:12][CH2:13][CH2:14][CH2:15][Br:16].[Si]([O:24][CH:25]([CH2:28][CH2:29][CH2:30][CH3:31])[C:26]#[CH:27])(C(C)(C)C)(C)C.O1CCCCC1OCCCC#C. (2) Given the product [CH:1]1([NH:7][C:8]([NH:10][C:11]2[N:16]=[N:15][C:14]([N:17]3[CH2:18][CH2:19][N:20]([C:23](=[O:24])[C:25]4[CH:30]=[CH:29][CH:28]=[CH:27][C:26]=4[C:31]([F:34])([F:33])[F:32])[CH2:21][CH2:22]3)=[CH:13][CH:12]=2)=[O:9])[CH2:6][CH2:5][CH2:4][CH2:3][CH2:2]1, predict the reactants needed to synthesize it. The reactants are: [CH:1]1([N:7]=[C:8]=[O:9])[CH2:6][CH2:5][CH2:4][CH2:3][CH2:2]1.[NH2:10][C:11]1[N:16]=[N:15][C:14]([N:17]2[CH2:22][CH2:21][N:20]([C:23]([C:25]3[CH:30]=[CH:29][CH:28]=[CH:27][C:26]=3[C:31]([F:34])([F:33])[F:32])=[O:24])[CH2:19][CH2:18]2)=[CH:13][CH:12]=1. (3) Given the product [CH3:25][C:26]1[CH:31]=[CH:30][CH:29]=[CH:28][C:27]=1[CH2:32][CH2:33][C:34]([NH:1][C:2]1[CH:7]=[CH:6][C:5]([N:8]2[C:14](=[O:15])[CH2:13][C:12](=[O:16])[NH:11][C:10]3[C:17]4[C:22]([CH:23]=[CH:24][C:9]2=3)=[CH:21][CH:20]=[CH:19][CH:18]=4)=[CH:4][CH:3]=1)=[O:35], predict the reactants needed to synthesize it. The reactants are: [NH2:1][C:2]1[CH:7]=[CH:6][C:5]([N:8]2[C:14](=[O:15])[CH2:13][C:12](=[O:16])[NH:11][C:10]3[C:17]4[C:22]([CH:23]=[CH:24][C:9]2=3)=[CH:21][CH:20]=[CH:19][CH:18]=4)=[CH:4][CH:3]=1.[CH3:25][C:26]1[CH:31]=[CH:30][CH:29]=[CH:28][C:27]=1[CH2:32][CH2:33][C:34](Cl)=[O:35].IC1C=CC=CC=1C(NCCN1C(=O)CC(=O)NC2C3C(C=CC1=2)=CC=CC=3)=O. (4) Given the product [Cl:11][C:4]1[C:5]([F:10])=[C:6]([CH:9]=[C:2]([N:12]2[CH2:17][CH2:16][O:15][CH2:14][CH2:13]2)[CH:3]=1)[C:7]#[N:8], predict the reactants needed to synthesize it. The reactants are: Br[C:2]1[CH:3]=[C:4]([Cl:11])[C:5]([F:10])=[C:6]([CH:9]=1)[C:7]#[N:8].[NH:12]1[CH2:17][CH2:16][O:15][CH2:14][CH2:13]1.C(=O)([O-])[O-].[Cs+].[Cs+].C1(P(C2C=CC=CC=2)C2C3OC4C(=CC=CC=4P(C4C=CC=CC=4)C4C=CC=CC=4)C(C)(C)C=3C=CC=2)C=CC=CC=1. (5) Given the product [OH:21][CH:19]([CH:11]1[CH:12]2[C:15]([CH3:17])([CH3:16])[C:8]([CH3:18])([CH2:14][CH2:13]2)[C:9]1=[O:10])[CH3:20], predict the reactants needed to synthesize it. The reactants are: C(NC(C)C)(C)C.[C:8]12([CH3:18])[C:15]([CH3:17])([CH3:16])[CH:12]([CH2:13][CH2:14]1)[CH2:11][C:9]2=[O:10].[CH:19](=[O:21])[CH3:20].C(=O)([O-])O.[Na+].